The task is: Predict which catalyst facilitates the given reaction.. This data is from Catalyst prediction with 721,799 reactions and 888 catalyst types from USPTO. Reactant: CON(C)[C:4]([C@H:6]1[CH2:10][CH2:9][CH2:8][N:7]1[C:11]([O:13][C:14]([CH3:17])([CH3:16])[CH3:15])=[O:12])=[O:5].[CH2:19]([O:26][C:27]1[CH:32]=[CH:31][C:30]([Mg]Br)=[CH:29][CH:28]=1)[C:20]1[CH:25]=[CH:24][CH:23]=[CH:22][CH:21]=1. Product: [CH2:19]([O:26][C:27]1[CH:32]=[CH:31][C:30]([C:4]([C@H:6]2[CH2:10][CH2:9][CH2:8][N:7]2[C:11]([O:13][C:14]([CH3:15])([CH3:16])[CH3:17])=[O:12])=[O:5])=[CH:29][CH:28]=1)[C:20]1[CH:25]=[CH:24][CH:23]=[CH:22][CH:21]=1. The catalyst class is: 1.